Predict which catalyst facilitates the given reaction. From a dataset of Catalyst prediction with 721,799 reactions and 888 catalyst types from USPTO. Reactant: C[O:2][C:3](=[O:21])[CH:4]([C:14]1[CH:19]=[CH:18][C:17]([CH3:20])=[CH:16][CH:15]=1)[CH2:5][NH:6][C:7]([O:9][C:10]([CH3:13])([CH3:12])[CH3:11])=[O:8].O.O.[OH-].[Li+]. Product: [C:10]([O:9][C:7]([NH:6][CH2:5][CH:4]([C:14]1[CH:15]=[CH:16][C:17]([CH3:20])=[CH:18][CH:19]=1)[C:3]([OH:21])=[O:2])=[O:8])([CH3:13])([CH3:12])[CH3:11]. The catalyst class is: 1.